From a dataset of Catalyst prediction with 721,799 reactions and 888 catalyst types from USPTO. Predict which catalyst facilitates the given reaction. Reactant: [Cl:1][C:2]1[CH:3]=[CH:4][C:5]([O:11][C:12]([CH3:30])([C:14]2[N:18]([CH3:19])[C:17]([C:20]3[CH:25]=[CH:24][CH:23]=[CH:22][C:21]=3[C:26]([F:29])([F:28])[F:27])=[N:16][N:15]=2)[CH3:13])=[C:6]([CH:10]=1)[C:7](O)=[O:8].C1C=N[C:34]2[N:37](O)N=N[C:33]=2[CH:32]=1.C1(N)CC1.O. Product: [ClH:1].[Cl:1][C:2]1[CH:3]=[CH:4][C:5]([O:11][C:12]([CH3:30])([C:14]2[N:18]([CH3:19])[C:17]([C:20]3[CH:25]=[CH:24][CH:23]=[CH:22][C:21]=3[C:26]([F:27])([F:28])[F:29])=[N:16][N:15]=2)[CH3:13])=[C:6]([CH:10]=1)[C:7]([NH:37][CH:34]1[CH2:33][CH2:32]1)=[O:8]. The catalyst class is: 3.